From a dataset of CYP3A4 inhibition data for predicting drug metabolism from PubChem BioAssay. Regression/Classification. Given a drug SMILES string, predict its absorption, distribution, metabolism, or excretion properties. Task type varies by dataset: regression for continuous measurements (e.g., permeability, clearance, half-life) or binary classification for categorical outcomes (e.g., BBB penetration, CYP inhibition). Dataset: cyp3a4_veith. (1) The compound is C=CCn1c(-c2ccc(Cl)cc2)ccc(C#N)c1=O. The result is 1 (inhibitor). (2) The drug is Cc1nn2c(N3CCN(C(=O)c4ccco4)CC3)cc(C(C)(C)C)nc2c1-c1ccc(Cl)cc1. The result is 0 (non-inhibitor).